Dataset: Peptide-MHC class I binding affinity with 185,985 pairs from IEDB/IMGT. Task: Regression. Given a peptide amino acid sequence and an MHC pseudo amino acid sequence, predict their binding affinity value. This is MHC class I binding data. The peptide sequence is KYAEAFQMV. The MHC is HLA-B44:02 with pseudo-sequence HLA-B44:02. The binding affinity (normalized) is 0.213.